This data is from Catalyst prediction with 721,799 reactions and 888 catalyst types from USPTO. The task is: Predict which catalyst facilitates the given reaction. (1) Reactant: [F:1][C:2]1[C:3]([C:14](=[CH2:19])[C:15]([O:17]C)=[O:16])=[C:4]2[C:9](=[CH:10][CH:11]=1)[N:8]=[CH:7][C:6]([O:12][CH3:13])=[N:5]2.C([O:24]O)(C)(C)C.CCCCCCCCC.CC(C)([O-])C.[K+]. Product: [F:1][C:2]1[C:3]([C:14]2([C:15]([OH:17])=[O:16])[CH2:19][O:24]2)=[C:4]2[C:9](=[CH:10][CH:11]=1)[N:8]=[CH:7][C:6]([O:12][CH3:13])=[N:5]2. The catalyst class is: 1. (2) Reactant: C(N(C(C)C)CC)(C)C.[CH3:10][O:11][C:12]1[CH:13]=[C:14](/[CH:24]=[CH:25]/[C:26]([OH:28])=[O:27])[CH:15]=[CH:16][C:17]=1[N:18]1[CH:22]=[C:21]([CH3:23])[N:20]=[CH:19]1.[F:29][C:30]1[CH:39]=[CH:38][C:33]([C:34](=[O:37])[CH2:35]Br)=[CH:32][CH:31]=1.O.C(=O)(O)[O-].[Na+]. Product: [CH3:10][O:11][C:12]1[CH:13]=[C:14](/[CH:24]=[CH:25]/[C:26]([O:28][CH2:35][C:34]([C:33]2[CH:38]=[CH:39][C:30]([F:29])=[CH:31][CH:32]=2)=[O:37])=[O:27])[CH:15]=[CH:16][C:17]=1[N:18]1[CH:22]=[C:21]([CH3:23])[N:20]=[CH:19]1. The catalyst class is: 39. (3) Reactant: [F:1][C:2]1([F:30])[CH2:5][N:4]([C:6]2([C:24]3[CH:29]=[CH:28][CH:27]=[CH:26][CH:25]=3)[CH2:23][CH2:22][C:9]3([CH2:14][CH2:13][N:12](C(OC(C)(C)C)=O)[CH2:11][CH2:10]3)[CH2:8][CH2:7]2)[CH2:3]1.C(O)(C(F)(F)F)=O. Product: [F:30][C:2]1([F:1])[CH2:5][N:4]([C:6]2([C:24]3[CH:25]=[CH:26][CH:27]=[CH:28][CH:29]=3)[CH2:7][CH2:8][C:9]3([CH2:10][CH2:11][NH:12][CH2:13][CH2:14]3)[CH2:22][CH2:23]2)[CH2:3]1. The catalyst class is: 2. (4) Reactant: C1C=C(Cl)C=C(C(OO)=[O:9])C=1.[N:12]1([C:18]([O:20][C:21]([CH3:24])([CH3:23])[CH3:22])=[O:19])[CH2:17][CH2:16][CH:15]=[CH:14][CH2:13]1.S([O-])([O-])=O.[Na+].[Na+].C(=O)(O)[O-].[Na+]. Product: [CH:14]12[O:9][CH:15]1[CH2:16][CH2:17][N:12]([C:18]([O:20][C:21]([CH3:24])([CH3:23])[CH3:22])=[O:19])[CH2:13]2. The catalyst class is: 2. (5) Reactant: C([O:8][C:9]1[CH:10]=[C:11]([C:23]2([C:26]#[N:27])[CH2:25][CH2:24]2)[CH:12]=[CH:13][C:14]=1[O:15]CC1C=CC=CC=1)C1C=CC=CC=1. Product: [OH:8][C:9]1[CH:10]=[C:11]([C:23]2([C:26]#[N:27])[CH2:24][CH2:25]2)[CH:12]=[CH:13][C:14]=1[OH:15]. The catalyst class is: 19. (6) Reactant: [OH-].[Na+].C[O:4][C:5]([C:7]1[C:8]([C:18]2[CH:23]=[CH:22][CH:21]=[C:20]([F:24])[CH:19]=2)=[N:9][N:10]2[C:15]=1[CH:14]=[CH:13][C:12]([O:16][CH3:17])=[N:11]2)=[O:6].Cl. Product: [F:24][C:20]1[CH:19]=[C:18]([C:8]2[C:7]([C:5]([OH:6])=[O:4])=[C:15]3[N:10]([N:11]=[C:12]([O:16][CH3:17])[CH:13]=[CH:14]3)[N:9]=2)[CH:23]=[CH:22][CH:21]=1. The catalyst class is: 8.